From a dataset of Full USPTO retrosynthesis dataset with 1.9M reactions from patents (1976-2016). Predict the reactants needed to synthesize the given product. (1) Given the product [CH3:1][C:2]1[N:3]([CH2:11][CH2:12][O:13][C:14]2[CH:21]=[CH:20][C:17]([CH:18]=[O:19])=[CH:16][CH:15]=2)[C:4](=[O:9])[CH:5]=[C:6]([CH3:8])[N:7]=1, predict the reactants needed to synthesize it. The reactants are: [CH3:1][C:2]1[NH:3][C:4](=[O:9])[CH:5]=[C:6]([CH3:8])[N:7]=1.Br[CH2:11][CH2:12][O:13][C:14]1[CH:21]=[CH:20][C:17]([CH:18]=[O:19])=[CH:16][CH:15]=1.C([O-])([O-])=O.[K+].[K+]. (2) Given the product [C:1]1([C:7]2[CH:12]=[CH:11][N:10]=[C:9]([OH:15])[CH:8]=2)[CH:6]=[CH:5][CH:4]=[CH:3][CH:2]=1, predict the reactants needed to synthesize it. The reactants are: [C:1]1([C:7]2[CH:12]=[CH:11][N+:10]([O-])=[CH:9][CH:8]=2)[CH:6]=[CH:5][CH:4]=[CH:3][CH:2]=1.C(=O)([O-])[O-:15].[K+].[K+]. (3) Given the product [Cl:12][C:9]1[S:8][C:4]2[N:5]=[CH:6][N:7]=[C:2]([NH:13][C:14]3[CH:19]=[CH:18][C:17]([F:20])=[CH:16][C:15]=3[OH:21])[C:3]=2[C:10]=1[CH3:11], predict the reactants needed to synthesize it. The reactants are: Cl[C:2]1[C:3]2[C:10]([CH3:11])=[C:9]([Cl:12])[S:8][C:4]=2[N:5]=[CH:6][N:7]=1.[NH2:13][C:14]1[CH:19]=[CH:18][C:17]([F:20])=[CH:16][C:15]=1[OH:21].C1(C)C=CC(S(O)(=O)=O)=CC=1. (4) Given the product [Si:9]([O:16][C@@H:17]1[CH2:22][C@@H:21]([OH:23])[CH2:20][CH2:19][C@H:18]1[NH:24][C:25](=[O:31])[O:26][C:27]([CH3:30])([CH3:29])[CH3:28])([C:12]([CH3:15])([CH3:14])[CH3:13])([CH3:11])[CH3:10], predict the reactants needed to synthesize it. The reactants are: C[N+]1([O-])CCOCC1.[Si:9]([O:16][C@@H:17]1[CH2:22][C@H:21]([OH:23])[CH2:20][CH2:19][C@H:18]1[NH:24][C:25](=[O:31])[O:26][C:27]([CH3:30])([CH3:29])[CH3:28])([C:12]([CH3:15])([CH3:14])[CH3:13])([CH3:11])[CH3:10].C([BH-](C(CC)C)C(CC)C)(CC)C.[Li+].[NH4+].[Cl-]. (5) Given the product [Br:7][C:8]1[CH:13]=[CH:12][CH:11]=[C:10]([C:14]2[CH:15]=[CH:16][CH:17]=[CH:18][CH:19]=2)[C:1]=1[C:2]([Cl:4])=[O:3], predict the reactants needed to synthesize it. The reactants are: [C:1](Cl)(=O)[C:2]([Cl:4])=[O:3].[Br:7][C:8]1[CH:13]=[CH:12][CH:11]=[C:10]([C:14]2[CH:19]=[CH:18][CH:17]=[CH:16][CH:15]=2)C=1C(O)=O.Cl. (6) The reactants are: [Br:1][C:2]1[S:6][C:5]([CH2:7]Cl)=[N:4][C:3]=1[C:9]1[CH:10]=[N:11][CH:12]=[CH:13][CH:14]=1.[CH3:15][O:16][C:17](=[O:28])[CH2:18][O:19][C:20]1[CH:25]=[CH:24][C:23]([OH:26])=[CH:22][C:21]=1[CH3:27].C(=O)([O-])[O-].[Cs+].[Cs+]. Given the product [CH3:15][O:16][C:17](=[O:28])[CH2:18][O:19][C:20]1[CH:25]=[CH:24][C:23]([O:26][CH2:7][C:5]2[S:6][C:2]([Br:1])=[C:3]([C:9]3[CH:10]=[N:11][CH:12]=[CH:13][CH:14]=3)[N:4]=2)=[CH:22][C:21]=1[CH3:27], predict the reactants needed to synthesize it. (7) Given the product [C:14]([C:13]1[C:12]([NH:40][CH:41]([C:43]2[CH:44]=[CH:45][C:46]([F:49])=[C:47]([NH:52][C:59]([CH:60]3[CH2:62][CH2:61]3)=[O:63])[CH:48]=2)[CH3:42])=[N:11][C:10]([NH:9][C:6]2[CH:5]=[C:4]([CH:1]3[CH2:3][CH2:2]3)[NH:8][N:7]=2)=[C:17]([F:18])[CH:16]=1)#[N:15], predict the reactants needed to synthesize it. The reactants are: [CH:1]1([C:4]2[NH:8][N:7]=[C:6]([NH:9][C:10]3[C:17]([F:18])=[CH:16][C:13]([C:14]#[N:15])=[C:12](F)[N:11]=3)[CH:5]=2)[CH2:3][CH2:2]1.ClC1C([NH:40][C@H:41]([C:43]2[CH:48]=[CH:47][C:46]([F:49])=[CH:45][CH:44]=2)[CH3:42])=NC(NC2C=C(OC(C)C)NN=2)=C([N+]([O-])=O)C=1.CC[N:52](C(C)C)C(C)C.[CH2:59]([OH:63])[CH2:60][CH2:61][CH3:62]. (8) Given the product [N:1]1([CH:35]2[CH2:36][CH2:37][NH:32][CH2:33][CH2:34]2)[CH2:6][CH2:5][CH2:4][CH2:3][CH2:2]1, predict the reactants needed to synthesize it. The reactants are: [NH:1]1[CH2:6][CH2:5][CH2:4][CH2:3][CH2:2]1.C(O[BH-](OC(=O)C)OC(=O)C)(=O)C.[Na+].C(O)(=O)C.C(OC([N:32]1[CH2:37][CH2:36][C:35](=O)[CH2:34][CH2:33]1)=O)(C)(C)C.C(=O)([O-])O.[Na+].